From a dataset of Reaction yield outcomes from USPTO patents with 853,638 reactions. Predict the reaction yield, written as a fraction of the theoretical maximum amount of product (1.0 means a 100% yield; for example, 0.34 means a 34% yield). (1) The reactants are C[C:2]1[C:7]2[N:8]=C(C#N)[S:10][C:6]=2[CH:5]=[C:4]([N+:13]([O-:15])=[O:14])[CH:3]=1.[OH-:16].[Na+].Cl.[O:19]1[CH2:24][CH2:23]OCC1. No catalyst specified. The product is [N+:13]([C:4]1[CH:3]=[CH:2][C:7]2[N:8]=[C:23]([C:24]([OH:19])=[O:16])[S:10][C:6]=2[CH:5]=1)([O-:15])=[O:14]. The yield is 0.960. (2) The reactants are [NH2:1][C:2]1[CH:7]=[CH:6][C:5](Br)=[CH:4][N:3]=1.[Cl:9][C:10]1[CH:15]=[CH:14][C:13](B(O)O)=[CH:12][CH:11]=1.C([O-])([O-])=O.[Na+].[Na+].Cl. The catalyst is O1CCOCC1.O.CC([O-])=O.CC([O-])=O.[Pd+2].C1C=CC(P(C2C=CC=CC=2)[C-]2C=CC=C2)=CC=1.C1C=CC(P(C2C=CC=CC=2)[C-]2C=CC=C2)=CC=1.Cl[Pd]Cl.[Fe+2].C(Cl)Cl. The product is [NH2:1][C:2]1[CH:7]=[CH:6][C:5]([C:13]2[CH:14]=[CH:15][C:10]([Cl:9])=[CH:11][CH:12]=2)=[CH:4][N:3]=1. The yield is 0.780.